From a dataset of Peptide-MHC class II binding affinity with 134,281 pairs from IEDB. Regression. Given a peptide amino acid sequence and an MHC pseudo amino acid sequence, predict their binding affinity value. This is MHC class II binding data. (1) The peptide sequence is GQRVVFIQPSPVRDHY. The MHC is DRB1_1101 with pseudo-sequence DRB1_1101. The binding affinity (normalized) is 0.237. (2) The peptide sequence is DDCVAIGTGSSNIVI. The MHC is DRB1_1302 with pseudo-sequence DRB1_1302. The binding affinity (normalized) is 0.569. (3) The peptide sequence is NFTVGRIIELFTAKG. The MHC is DRB4_0101 with pseudo-sequence DRB4_0103. The binding affinity (normalized) is 0.289. (4) The peptide sequence is LNWITKVIMGAVLIW. The MHC is DRB4_0101 with pseudo-sequence DRB4_0103. The binding affinity (normalized) is 0.501.